From a dataset of Full USPTO retrosynthesis dataset with 1.9M reactions from patents (1976-2016). Predict the reactants needed to synthesize the given product. (1) Given the product [Br:3][C:4]1[CH:9]=[CH:8][N:7]=[C:6]2[NH:10][C:11]([CH3:13])=[CH:12][C:5]=12, predict the reactants needed to synthesize it. The reactants are: [OH-].[Na+].[Br:3][C:4]1[CH:9]=[CH:8][N:7]=[C:6]2[N:10](S(C3C=CC=CC=3)(=O)=O)[C:11]([CH3:13])=[CH:12][C:5]=12. (2) Given the product [C:16]([C:17]1[C:18]([F:31])=[CH:19][C:20]([C:23]2[CH2:28][CH2:27][CH:26]([CH3:29])[CH2:25][CH:24]=2)=[CH:21][N:22]=1)#[CH:15], predict the reactants needed to synthesize it. The reactants are: C(N(CC)CC)C.[Si]([C:15]#[C:16][C:17]1[N:22]=[CH:21][C:20]([C:23]2(O)[CH2:28][CH2:27][CH:26]([CH3:29])[CH2:25][CH2:24]2)=[CH:19][C:18]=1[F:31])(C(C)(C)C)(C)C.CS(Cl)(=O)=O.CCCC[N+](CCCC)(CCCC)CCCC.[F-]. (3) Given the product [F:14][C:15]1[CH:20]=[CH:19][C:18]([CH:21]2[CH2:26][CH2:25][CH2:24][N:23]3[N:27]=[C:28]([NH:30][CH:10]4[CH2:11][CH2:12][N:7]([C:5]5[O:6][C:2]([CH3:1])=[N:3][N:4]=5)[CH2:8][CH2:9]4)[N:29]=[C:22]23)=[CH:17][C:16]=1[C:31]([F:32])([F:33])[F:34], predict the reactants needed to synthesize it. The reactants are: [CH3:1][C:2]1[O:6][C:5]([N:7]2[CH2:12][CH2:11][C:10](=O)[CH2:9][CH2:8]2)=[N:4][N:3]=1.[F:14][C:15]1[CH:20]=[CH:19][C:18]([CH:21]2[CH2:26][CH2:25][CH2:24][N:23]3[N:27]=[C:28]([NH2:30])[N:29]=[C:22]23)=[CH:17][C:16]=1[C:31]([F:34])([F:33])[F:32]. (4) Given the product [Cl:18][C:19]1[N:24]=[CH:23][C:22]([NH2:25])=[C:21]([C:33]2([CH2:34][CH3:35])[O:16][CH:14]([CH3:15])[CH2:13][O:17]2)[CH:20]=1, predict the reactants needed to synthesize it. The reactants are: O.C1(C)C=CC(S(O)(=O)=O)=CC=1.[CH2:13]([OH:17])[CH:14]([OH:16])[CH3:15].[Cl:18][C:19]1[N:24]=[CH:23][C:22]([NH:25]C(=O)OC(C)(C)C)=[C:21]([C:33](=O)[CH2:34][CH3:35])[CH:20]=1. (5) The reactants are: [C:1]([C:3]1[CH:15]=[C:14]2[C:6]([C:7]3[C:8](=[O:25])[C:9]4[CH:21]=[CH:20][C:19]([C:22]([OH:24])=O)=[CH:18][C:10]=4[C:11]([CH3:17])([CH3:16])[C:12]=3[NH:13]2)=[CH:5][CH:4]=1)#[N:2].[NH:26]1[CH2:31][CH2:30][CH:29]([OH:32])[CH2:28][CH2:27]1. Given the product [OH:32][CH:29]1[CH2:30][CH2:31][N:26]([C:22]([C:19]2[CH:20]=[CH:21][C:9]3[C:8](=[O:25])[C:7]4[C:6]5[C:14](=[CH:15][C:3]([C:1]#[N:2])=[CH:4][CH:5]=5)[NH:13][C:12]=4[C:11]([CH3:17])([CH3:16])[C:10]=3[CH:18]=2)=[O:24])[CH2:27][CH2:28]1, predict the reactants needed to synthesize it. (6) Given the product [CH3:73][O:72][C:57]1[C:56]([O:55][CH2:54][CH2:53][P:30]([CH2:23][CH2:18][S:17][S:16][C:2]([CH3:1])([CH3:15])[CH2:3][CH2:4][C:5]([O:7][N:8]2[C:9](=[O:14])[CH2:10][CH2:11][C:12]2=[O:13])=[O:6])([CH2:32][CH2:33][O:34][C:35]2[C:36]([O:51][CH3:52])=[CH:37][C:38]3[C:44](=[O:45])[N:43]4[CH2:46][C:47](=[CH2:49])[CH2:48][C@H:42]4[CH:41]=[N:40][C:39]=3[CH:50]=2)=[O:31])=[CH:71][C:60]2[NH:61][CH2:62][C@@H:63]3[CH2:69][C:68](=[CH2:70])[CH2:67][N:64]3[C:65](=[O:66])[C:59]=2[CH:58]=1, predict the reactants needed to synthesize it. The reactants are: [CH3:1][C:2]([S:16][S:17][C:18]1[CH:23]=CC([N+]([O-])=O)=CN=1)([CH3:15])[CH2:3][CH2:4][C:5]([O:7][N:8]1[C:12](=[O:13])[CH2:11][CH2:10][C:9]1=[O:14])=[O:6].SCC[P:30]([CH2:53][CH2:54][O:55][C:56]1[C:57]([O:72][CH3:73])=[CH:58][C:59]2[C:65](=[O:66])[N:64]3[CH2:67][C:68](=[CH2:70])[CH2:69][C@H:63]3[CH:62]=[N:61][C:60]=2[CH:71]=1)([CH2:32][CH2:33][O:34][C:35]1[C:36]([O:51][CH3:52])=[CH:37][C:38]2[C:44](=[O:45])[N:43]3[CH2:46][C:47](=[CH2:49])[CH2:48][C@H:42]3[CH2:41][NH:40][C:39]=2[CH:50]=1)=[O:31].